This data is from Forward reaction prediction with 1.9M reactions from USPTO patents (1976-2016). The task is: Predict the product of the given reaction. (1) Given the reactants [F:1][C:2]1[CH:3]=[C:4]([CH:8]=[CH:9][CH:10]=1)[C:5]([OH:7])=[O:6].CN(CCN(C)C)C.[Li]C(CC)C.[Cl:24]C(Cl)(Cl)C(Cl)(Cl)Cl, predict the reaction product. The product is: [Cl:24][C:3]1[C:2]([F:1])=[CH:10][CH:9]=[CH:8][C:4]=1[C:5]([OH:7])=[O:6]. (2) Given the reactants C(OC([NH:8][C:9]1[C:10]([CH3:21])=[N:11][C:12]([O:16][CH2:17][C:18]([OH:20])=O)=[N:13][C:14]=1[CH3:15])=O)(C)(C)C.[CH:22]1([N:27]2[CH2:32][CH2:31][CH:30]([NH:33][CH3:34])[CH2:29][CH2:28]2)[CH2:26][CH2:25][CH2:24][CH2:23]1, predict the reaction product. The product is: [NH2:8][C:9]1[C:14]([CH3:15])=[N:13][C:12]([O:16][CH2:17][C:18]([N:33]([CH:30]2[CH2:31][CH2:32][N:27]([CH:22]3[CH2:23][CH2:24][CH2:25][CH2:26]3)[CH2:28][CH2:29]2)[CH3:34])=[O:20])=[N:11][C:10]=1[CH3:21]. (3) Given the reactants [Cl:1][C:2]1[C:3]([F:31])=[C:4]([CH:8]2[C:12]([C:15]3[CH:20]=[CH:19][C:18]([Cl:21])=[CH:17][C:16]=3[F:22])([C:13]#[N:14])[CH:11]([CH2:23][C:24]([CH3:27])([CH3:26])[CH3:25])[NH:10][CH:9]2[C:28]([OH:30])=O)[CH:5]=[CH:6][CH:7]=1.[NH2:32][C:33]1[CH:37]=[CH:36][N:35]([CH2:38][C:39]([CH3:42])([OH:41])[CH3:40])[N:34]=1.CN(C(ON1N=NC2C=CC=NC1=2)=[N+](C)C)C.F[P-](F)(F)(F)(F)F.CCN(C(C)C)C(C)C, predict the reaction product. The product is: [OH:41][C:39]([CH3:42])([CH3:40])[CH2:38][N:35]1[CH:36]=[CH:37][C:33]([NH:32][C:28]([CH:9]2[CH:8]([C:4]3[CH:5]=[CH:6][CH:7]=[C:2]([Cl:1])[C:3]=3[F:31])[C:12]([C:15]3[CH:20]=[CH:19][C:18]([Cl:21])=[CH:17][C:16]=3[F:22])([C:13]#[N:14])[CH:11]([CH2:23][C:24]([CH3:26])([CH3:27])[CH3:25])[NH:10]2)=[O:30])=[N:34]1. (4) Given the reactants [F:1][C:2]1[CH:7]=[CH:6][C:5]([C:8]2[C:16]3[C:11](=[CH:12][CH:13]=[C:14]([NH:17][C:18](=[O:23])[CH2:19][C:20](=O)[CH3:21])[CH:15]=3)[NH:10][N:9]=2)=[CH:4][CH:3]=1.[NH2:24][C:25]([NH2:27])=[O:26].FC(F)F.[Yb].[F:33][C:34]1[CH:41]=[CH:40][C:37]([CH:38]=O)=[CH:36][CH:35]=1, predict the reaction product. The product is: [F:33][C:34]1[CH:41]=[CH:40][C:37]([CH:38]2[C:19]([C:18]([NH:17][C:14]3[CH:15]=[C:16]4[C:11](=[CH:12][CH:13]=3)[NH:10][N:9]=[C:8]4[C:5]3[CH:6]=[CH:7][C:2]([F:1])=[CH:3][CH:4]=3)=[O:23])=[C:20]([CH3:21])[NH:27][C:25](=[O:26])[NH:24]2)=[CH:36][CH:35]=1. (5) Given the reactants [CH3:1][O:2][C:3]1[CH:33]=[C:32]([O:34][CH3:35])[CH:31]=[CH:30][C:4]=1[CH2:5][N:6]1[C:24]2[C:13]3[CH:14]=[C:15]4[C:19](=[CH:20][C:12]=3[CH2:11][C:10]=2[C:9]([OH:25])=[C:8]([C:26]([OH:28])=[O:27])[C:7]1=[O:29])[N:18]([CH3:21])[C:17]([CH2:22][OH:23])=[CH:16]4, predict the reaction product. The product is: [CH3:1][O:2][C:3]1[CH:33]=[C:32]([O:34][CH3:35])[CH:31]=[CH:30][C:4]=1[CH2:5][N:6]1[C:24]2[C:13]3[CH:14]=[C:15]4[C:19](=[CH:20][C:12]=3[CH2:11][C:10]=2[C:9]([OH:25])=[C:8]([C:26]([OH:28])=[O:27])[C:7]1=[O:29])[N:18]([CH3:21])[C:17]([CH:22]=[O:23])=[CH:16]4. (6) Given the reactants [CH3:1][O:2][C:3]([C:5]1[CH:10]=[C:9]([C:11]2[C:15]3[CH:16]=[CH:17][CH:18]=[CH:19][C:14]=3[O:13][N:12]=2)[C:8]([O:20]C)=[CH:7][C:6]=1[O:22]C)=[O:4].B(Br)(Br)Br, predict the reaction product. The product is: [CH3:1][O:2][C:3]([C:5]1[CH:10]=[C:9]([C:11]2[C:15]3[CH:16]=[CH:17][CH:18]=[CH:19][C:14]=3[O:13][N:12]=2)[C:8]([OH:20])=[CH:7][C:6]=1[OH:22])=[O:4]. (7) Given the reactants [Cl:1][C:2]1[CH:10]=[C:9]([N:11]2[CH:15]=[CH:14][C:13]([CH3:16])=[N:12]2)[CH:8]=[CH:7][C:3]=1[C:4]([OH:6])=O.[NH2:17][C:18]1[CH:19]=[CH:20][C:21]2[CH2:25][O:24][B:23]([OH:26])[C:22]=2[CH:27]=1, predict the reaction product. The product is: [Cl:1][C:2]1[CH:10]=[C:9]([N:11]2[CH:15]=[CH:14][C:13]([CH3:16])=[N:12]2)[CH:8]=[CH:7][C:3]=1[C:4]([NH:17][C:18]1[CH:19]=[CH:20][C:21]2[CH2:25][O:24][B:23]([OH:26])[C:22]=2[CH:27]=1)=[O:6].